This data is from Catalyst prediction with 721,799 reactions and 888 catalyst types from USPTO. The task is: Predict which catalyst facilitates the given reaction. (1) Reactant: [Cl:1][C:2]1[CH:31]=[CH:30][CH:29]=[C:28]([C:32]([F:35])([F:34])[F:33])[C:3]=1[C:4]([N:6]1[C:14]2[C:9](=[CH:10][CH:11]=[C:12]([C:15]([OH:17])=O)[CH:13]=2)[C:8]([C:18]2[CH:23]=[CH:22][C:21]([C:24]([O:26][CH3:27])=[O:25])=[CH:20][CH:19]=2)=[N:7]1)=[O:5].Cl.[NH2:37][CH2:38][C:39](=[O:41])[CH3:40].C1CN([P+](ON2N=NC3C=CC=NC2=3)(N2CCCC2)N2CCCC2)CC1.F[P-](F)(F)(F)(F)F. Product: [Cl:1][C:2]1[CH:31]=[CH:30][CH:29]=[C:28]([C:32]([F:35])([F:34])[F:33])[C:3]=1[C:4]([N:6]1[C:14]2[C:9](=[CH:10][CH:11]=[C:12]([C:15](=[O:17])[NH:37][CH2:38][C:39](=[O:41])[CH3:40])[CH:13]=2)[C:8]([C:18]2[CH:19]=[CH:20][C:21]([C:24]([O:26][CH3:27])=[O:25])=[CH:22][CH:23]=2)=[N:7]1)=[O:5]. The catalyst class is: 2. (2) Reactant: Br[CH2:2]/[CH:3]=[CH:4]/[C:5]([OH:7])=O.[CH3:8][N:9]([CH3:18])[C:10]([N:12]1[CH2:17][CH2:16][NH:15][CH2:14][CH2:13]1)=[O:11].CCN(C(C)C)C(C)C.[Cl:28][C:29]1[CH:30]=[C:31]([NH:36][C:37]2[C:38]3[C:45]4[CH2:46][CH2:47][NH:48][CH2:49][C:44]=4[S:43][C:39]=3[N:40]=[CH:41][N:42]=2)[CH:32]=[CH:33][C:34]=1[Cl:35].CCN=C=NCCCN(C)C. Product: [Cl:28][C:29]1[CH:30]=[C:31]([NH:36][C:37]2[C:38]3[C:45]4[CH2:46][CH2:47][N:48]([C:5](=[O:7])/[CH:4]=[CH:3]/[CH2:2][N:15]5[CH2:14][CH2:13][N:12]([C:10]([N:9]([CH3:18])[CH3:8])=[O:11])[CH2:17][CH2:16]5)[CH2:49][C:44]=4[S:43][C:39]=3[N:40]=[CH:41][N:42]=2)[CH:32]=[CH:33][C:34]=1[Cl:35]. The catalyst class is: 34. (3) Reactant: [CH2:1]([O:8][CH:9]([C:16]1[O:20][N:19]=[C:18]([C:21]([OH:23])=O)[CH:17]=1)[C:10]1[CH:15]=[CH:14][CH:13]=[CH:12][CH:11]=1)[C:2]1[CH:7]=[CH:6][CH:5]=[CH:4][CH:3]=1.Cl.[O:25]1[CH2:29][CH2:28][CH:27]([CH2:30][NH2:31])[CH2:26]1.C(N(CC)CC)C.ON1C2C=CC=CC=2N=N1.Cl.C(N=C=NCCCN(C)C)C. Product: [O:25]1[CH2:29][CH2:28][CH:27]([CH2:30][NH:31][C:21]([C:18]2[CH:17]=[C:16]([CH:9]([O:8][CH2:1][C:2]3[CH:7]=[CH:6][CH:5]=[CH:4][CH:3]=3)[C:10]3[CH:11]=[CH:12][CH:13]=[CH:14][CH:15]=3)[O:20][N:19]=2)=[O:23])[CH2:26]1. The catalyst class is: 22. (4) Reactant: [N:1]1[C:10]2[C:5](=[CH:6][CH:7]=[CH:8][CH:9]=2)[CH:4]=[CH:3][C:2]=1[N:11]1[CH2:14][CH:13]([O:15][C:16]2[C:17]([N:22]3[CH2:27][CH2:26][CH:25]([C:28](=[O:30])[CH3:29])[CH2:24][CH2:23]3)=[N:18][CH:19]=[CH:20][N:21]=2)[CH2:12]1.[BH4-].[BH4-].[BH4-].[BH4-].[Na+].[Na+].[Na+].[Na+].[Cl-].[NH4+]. Product: [N:1]1[C:10]2[C:5](=[CH:6][CH:7]=[CH:8][CH:9]=2)[CH:4]=[CH:3][C:2]=1[N:11]1[CH2:14][CH:13]([O:15][C:16]2[C:17]([N:22]3[CH2:27][CH2:26][CH:25]([CH:28]([OH:30])[CH3:29])[CH2:24][CH2:23]3)=[N:18][CH:19]=[CH:20][N:21]=2)[CH2:12]1. The catalyst class is: 5.